Dataset: Forward reaction prediction with 1.9M reactions from USPTO patents (1976-2016). Task: Predict the product of the given reaction. (1) Given the reactants [N+:1]([C:4]1[CH:5]=[CH:6][C:7]([O:10][C:11](=[O:20])[N:12]([CH3:19])[C:13]2[CH:18]=[CH:17][CH:16]=[CH:15][CH:14]=2)=[N:8][CH:9]=1)([O-])=O.[H][H], predict the reaction product. The product is: [NH2:1][C:4]1[CH:5]=[CH:6][C:7]([O:10][C:11](=[O:20])[N:12]([CH3:19])[C:13]2[CH:18]=[CH:17][CH:16]=[CH:15][CH:14]=2)=[N:8][CH:9]=1. (2) Given the reactants [CH3:1]N(C(ON1N=NC2C=CC=NC1=2)=[N+](C)C)C.F[P-](F)(F)(F)(F)F.[C:25]([O:29][C:30]([NH:32][C:33]1[C:34]([C:43]([OH:45])=O)=[CH:35][C:36]2[C:41]([CH:42]=1)=[CH:40][CH:39]=[CH:38][CH:37]=2)=[O:31])([CH3:28])([CH3:27])[CH3:26].Cl.[NH2:47][C@@H:48]([C@H:52]1[CH2:57][CH2:56][C@H:55]([CH3:58])[CH2:54][CH2:53]1)[C:49]([OH:51])=[O:50].C(N(C(C)C)CC)(C)C, predict the reaction product. The product is: [CH3:26][C:25]([O:29][C:30]([NH:32][C:33]1[C:34]([C:43]([NH:47][C@@H:48]([C@H:52]2[CH2:57][CH2:56][C@H:55]([CH3:58])[CH2:54][CH2:53]2)[C:49]([O:51][CH3:1])=[O:50])=[O:45])=[CH:35][C:36]2[C:41]([CH:42]=1)=[CH:40][CH:39]=[CH:38][CH:37]=2)=[O:31])([CH3:28])[CH3:27]. (3) Given the reactants [CH3:1][C:2]1[CH:3]=[N:4][C:5]([CH2:11][S+:12]([O-:24])[C:13]2[NH:14][C:15]3[CH:16]=[CH:17][C:18]([O:22][CH3:23])=[CH:19][C:20]=3[N:21]=2)=[C:6]([CH3:10])[C:7]=1[O:8][CH3:9].C1C=CC2C(C3C(O)=CC=C4C=3C=CC=C4)=C(O)C=CC=2C=1.O.[OH-].[Na+:49].[O-]CC.[Na+], predict the reaction product. The product is: [CH3:1][C:2]1[CH:3]=[N:4][C:5]([CH2:11][S+:12]([O-:24])[C:13]2[N-:14][C:15]3[CH:16]=[CH:17][C:18]([O:22][CH3:23])=[CH:19][C:20]=3[N:21]=2)=[C:6]([CH3:10])[C:7]=1[O:8][CH3:9].[Na+:49]. (4) The product is: [N:2]#[C:1][C@@H:3]([C:4]([O:6][CH2:7][CH3:8])=[O:5])[NH2:9]. Given the reactants [C:1](/[C:3](=[N:9]\O)/[C:4]([O:6][CH2:7][CH3:8])=[O:5])#[N:2].S(S([O-])=O)([O-])=O.[Na+].[Na+].[Na+].[Cl-], predict the reaction product. (5) Given the reactants C([C@H](NC(=O)C1C=CC=C(S(C)(=O)=O)C=1)[C@@H](O)C[C@H](C(=O)NCCC(C)(C)C)C)C1C=CC=CC=1.[CH3:36][O:37][C:38]1[CH:39]=[C:40]([CH:44]=[C:45]([S:47]([CH3:50])(=[O:49])=[O:48])[CH:46]=1)[C:41]([OH:43])=O.[CH:51]12[CH2:57][CH:54]([CH2:55][CH2:56]1)[CH2:53][CH:52]2[NH:58][C:59](=[O:74])[C@H:60]([CH3:73])[CH2:61][C@H:62]([OH:72])[C@@H:63]([NH2:71])[CH2:64][C:65]1[CH:70]=[CH:69][CH:68]=[CH:67][CH:66]=1, predict the reaction product. The product is: [CH2:64]([C@H:63]([NH:71][C:41](=[O:43])[C:40]1[CH:44]=[C:45]([S:47]([CH3:50])(=[O:49])=[O:48])[CH:46]=[C:38]([O:37][CH3:36])[CH:39]=1)[C@@H:62]([OH:72])[CH2:61][C@H:60]([C:59](=[O:74])[NH:58][CH:52]1[CH2:53][CH:54]2[CH2:57][CH:51]1[CH2:56][CH2:55]2)[CH3:73])[C:65]1[CH:66]=[CH:67][CH:68]=[CH:69][CH:70]=1. (6) Given the reactants Br[C:2]1[CH:3]=[N:4][C:5]2[N:6]([N:8]=[CH:9][CH:10]=2)[CH:7]=1.[N:11]1[CH:16]=[CH:15][CH:14]=[CH:13][C:12]=1[C:17]1[C:18](B(O)O)=[C:19]2[CH2:24][CH2:23][CH2:22][N:20]2[N:21]=1.C(=O)([O-])[O-].[K+].[K+].CS(C)=O, predict the reaction product. The product is: [N:11]1[CH:16]=[CH:15][CH:14]=[CH:13][C:12]=1[C:17]1[C:18]([C:2]2[CH:3]=[N:4][C:5]3[N:6]([N:8]=[CH:9][CH:10]=3)[CH:7]=2)=[C:19]2[CH2:24][CH2:23][CH2:22][N:20]2[N:21]=1.